From a dataset of Forward reaction prediction with 1.9M reactions from USPTO patents (1976-2016). Predict the product of the given reaction. (1) Given the reactants Br[CH:2]1[C:7](=O)[CH2:6][CH2:5][CH:4]([C:9]([O:11][CH2:12][CH3:13])=[O:10])[CH2:3]1.[C:14](=[S:17])([NH2:16])[CH3:15], predict the reaction product. The product is: [CH3:15][C:14]1[S:17][C:2]2[CH2:3][CH:4]([C:9]([O:11][CH2:12][CH3:13])=[O:10])[CH2:5][CH2:6][C:7]=2[N:16]=1. (2) The product is: [Cl:1][C:2]1[CH:7]=[CH:6][C:5]([CH:8]2[CH2:13][C:12]([CH3:27])([S:14]([C:17]3[CH:22]=[CH:21][CH:20]=[C:19]([C:23]([F:26])([F:24])[F:25])[CH:18]=3)(=[O:15])=[O:16])[CH2:11][CH2:10][O:9]2)=[CH:4][N:3]=1. Given the reactants [Cl:1][C:2]1[CH:7]=[CH:6][C:5]([CH:8]2[CH2:13][CH:12]([S:14]([C:17]3[CH:22]=[CH:21][CH:20]=[C:19]([C:23]([F:26])([F:25])[F:24])[CH:18]=3)(=[O:16])=[O:15])[CH2:11][CH2:10][O:9]2)=[CH:4][N:3]=1.[CH3:27]C([O-])(C)C.[K+], predict the reaction product. (3) Given the reactants [CH3:1][S:2](Cl)(=[O:4])=[O:3].[Cl:6][C:7]1[N:12]=[C:11]([CH2:13][OH:14])[CH:10]=[C:9]([N:15]2[CH2:20][CH2:19][O:18][CH2:17][C@H:16]2[CH3:21])[N:8]=1.C(N(CC)CC)C, predict the reaction product. The product is: [CH3:1][S:2]([O:14][CH2:13][C:11]1[CH:10]=[C:9]([N:15]2[CH2:20][CH2:19][O:18][CH2:17][C@H:16]2[CH3:21])[N:8]=[C:7]([Cl:6])[N:12]=1)(=[O:4])=[O:3]. (4) Given the reactants [F:1][C:2]([F:23])([F:22])[C:3]([N:5]([C:7]1[CH:12]=[CH:11][C:10]([C:13]2[N:14]=[C:15]3[CH:20]=[CH:19][CH:18]=[CH:17][N:16]3[CH:21]=2)=[CH:9][CH:8]=1)C)=[O:4].C(=O)([O-])[O-:25].[K+].[K+].O, predict the reaction product. The product is: [F:1][C:2]([F:23])([F:22])[C:3]([OH:25])=[O:4].[N:14]1[C:13]([C:10]2[CH:11]=[CH:12][C:7]([NH:5][CH3:3])=[CH:8][CH:9]=2)=[CH:21][N:16]2[CH:17]=[CH:18][CH:19]=[CH:20][C:15]=12. (5) Given the reactants [Br:1][C:2]1[C:7]([OH:8])=[CH:6][CH:5]=[C:4]([Br:9])[N:3]=1.[C:10]([O-])([O-])=O.[K+].[K+].CI.O, predict the reaction product. The product is: [Br:1][C:2]1[C:7]([O:8][CH3:10])=[CH:6][CH:5]=[C:4]([Br:9])[N:3]=1. (6) Given the reactants [NH:1]1[CH:5]=[CH:4][N:3]=[C:2]1[CH2:6][N:7]([CH2:14][C:15]1[CH:23]=[CH:22][C:18]([C:19](O)=[O:20])=[CH:17][CH:16]=1)[CH2:8][C:9]1[NH:10][CH:11]=[CH:12][N:13]=1.[CH2:24]([O:31][C:32]([NH:34][CH2:35][CH2:36][CH2:37][CH2:38][NH2:39])=[O:33])[C:25]1[CH:30]=[CH:29][CH:28]=[CH:27][CH:26]=1.CCN=C=NCCCN(C)C.Cl.C1C=CC2N(O)N=NC=2C=1, predict the reaction product. The product is: [NH:3]1[CH:4]=[CH:5][N:1]=[C:2]1[CH2:6][N:7]([CH2:14][C:15]1[CH:16]=[CH:17][C:18]([C:19]([NH:39][CH2:38][CH2:37][CH2:36][CH2:35][NH:34][C:32]([O:31][CH2:24][C:25]2[CH:30]=[CH:29][CH:28]=[CH:27][CH:26]=2)=[O:33])=[O:20])=[CH:22][CH:23]=1)[CH2:8][C:9]1[NH:13][CH:12]=[CH:11][N:10]=1. (7) Given the reactants [CH2:1]([O:8][C:9](=[O:29])[NH:10][C@@H:11]1[C:14](=[O:15])[N:13]([CH2:16][C:17]2[CH:22]=[CH:21][C:20]([O:23][CH3:24])=[CH:19][C:18]=2[O:25][CH3:26])[C@@H:12]1[CH2:27]I)[C:2]1[CH:7]=[CH:6][CH:5]=[CH:4][CH:3]=1.[N-:30]=[N+:31]=[N-:32].C([N+](CCCC)(CCCC)CCCC)CCC, predict the reaction product. The product is: [CH2:1]([O:8][C:9](=[O:29])[NH:10][C@@H:11]1[C:14](=[O:15])[N:13]([CH2:16][C:17]2[CH:22]=[CH:21][C:20]([O:23][CH3:24])=[CH:19][C:18]=2[O:25][CH3:26])[C@@H:12]1[CH2:27][N:30]=[N+:31]=[N-:32])[C:2]1[CH:7]=[CH:6][CH:5]=[CH:4][CH:3]=1.